The task is: Predict the reaction yield, written as a fraction of the theoretical maximum amount of product (1.0 means a 100% yield; for example, 0.34 means a 34% yield).. This data is from Reaction yield outcomes from USPTO patents with 853,638 reactions. The reactants are [NH2:1][C:2]1[CH:15]=[C:14]([O:16][CH3:17])[CH:13]=[CH:12][C:3]=1[C:4]([C:6]1C=CC=CC=1)=[O:5].[CH:18]([C:21]1[N:22]=[C:23]([C:26](O)=[O:27])[S:24][CH:25]=1)(C)C.O=P(Cl)(Cl)Cl. The catalyst is N1C=CC=CC=1. The product is [C:4]([C:3]1[CH:12]=[CH:13][C:14]([O:16][CH3:17])=[CH:15][C:2]=1[NH:1][C:26]([C:23]1[S:24][CH:25]=[C:21]([CH3:18])[N:22]=1)=[O:27])(=[O:5])[CH3:6]. The yield is 0.510.